From a dataset of Peptide-MHC class I binding affinity with 185,985 pairs from IEDB/IMGT. Regression. Given a peptide amino acid sequence and an MHC pseudo amino acid sequence, predict their binding affinity value. This is MHC class I binding data. The peptide sequence is TSQVPKLLL. The MHC is HLA-A02:01 with pseudo-sequence HLA-A02:01. The binding affinity (normalized) is 0.00490.